This data is from Catalyst prediction with 721,799 reactions and 888 catalyst types from USPTO. The task is: Predict which catalyst facilitates the given reaction. (1) The catalyst class is: 10. Product: [Br:1][C:2]1[C:3]([NH:17][C:18]2([CH2:23][OH:24])[CH2:22][CH2:21][CH2:20][CH2:19]2)=[N:4][C:5]([Cl:8])=[N:6][CH:7]=1. Reactant: [Br:1][C:2]1[C:3](Cl)=[N:4][C:5]([Cl:8])=[N:6][CH:7]=1.C(N(CC)CC)C.[NH2:17][C:18]1([CH2:23][OH:24])[CH2:22][CH2:21][CH2:20][CH2:19]1. (2) Reactant: [H-].[Na+].[C@H:3]1([CH2:11][OH:12])[CH2:8][CH2:7][C@H:6]([CH2:9][OH:10])[CH2:5][CH2:4]1.[CH2:13](Br)[C:14]1[CH:19]=[CH:18][CH:17]=[CH:16][CH:15]=1.[OH2:21]. Product: [CH3:13][O:21][C:9]([CH:6]1[CH2:7][CH2:8][CH:3]([CH2:11][OH:12])[CH2:4][CH2:5]1)=[O:10].[CH2:13]([O:10][CH2:9][CH:6]1[CH2:7][CH2:8][CH:3]([CH2:11][OH:12])[CH2:4][CH2:5]1)[C:14]1[CH:19]=[CH:18][CH:17]=[CH:16][CH:15]=1. The catalyst class is: 807. (3) Reactant: C([NH:8][C:9]1[N:13]([CH2:14][CH:15]([OH:18])[CH2:16][OH:17])[N:12]=[C:11]([Br:19])[C:10]=1[N+:20]([O-])=O)C1C=CC=CC=1.[OH-].[Na+].Br. Product: [BrH:19].[NH2:20][C:10]1[CH:11]=[N:12][N:13]([CH2:14][CH:15]([OH:18])[CH2:16][OH:17])[C:9]=1[NH2:8]. The catalyst class is: 50. (4) Reactant: [Li+].[OH-].[OH:3][CH:4]1[CH2:9][CH2:8][CH:7]([C@H:10]([NH:15][C:16]([C:18]2[C:27]([NH:28][C:29]([NH:31][C:32]3[C:37]([CH3:38])=[CH:36][C:35]([CH3:39])=[CH:34][C:33]=3[CH3:40])=[O:30])=[CH:26][C:25]3[C:20](=[CH:21][CH:22]=[CH:23][CH:24]=3)[CH:19]=2)=[O:17])[C:11]([O:13]C)=[O:12])[CH2:6][CH2:5]1.Cl.C(OCC)(=O)C. Product: [OH:3][CH:4]1[CH2:9][CH2:8][CH:7]([C@H:10]([NH:15][C:16]([C:18]2[C:27]([NH:28][C:29]([NH:31][C:32]3[C:33]([CH3:40])=[CH:34][C:35]([CH3:39])=[CH:36][C:37]=3[CH3:38])=[O:30])=[CH:26][C:25]3[C:20](=[CH:21][CH:22]=[CH:23][CH:24]=3)[CH:19]=2)=[O:17])[C:11]([OH:13])=[O:12])[CH2:6][CH2:5]1. The catalyst class is: 776. (5) Reactant: [Cl:1][C:2]1[CH:17]=[CH:16][C:15]([Cl:18])=[CH:14][C:3]=1[C:4]([NH:6][C:7]1[CH:12]=[CH:11][CH:10]=[CH:9][C:8]=1I)=O.[I-].[NH:20]1CCC[C@H]1C(O)=O.[OH-].[Na+].N. Product: [Cl:1][C:2]1[CH:17]=[CH:16][C:15]([Cl:18])=[CH:14][C:3]=1[C:4]1[NH:20][C:8]2[CH:9]=[CH:10][CH:11]=[CH:12][C:7]=2[N:6]=1. The catalyst class is: 15. (6) Reactant: [OH:1][C:2]1[CH:14]=[CH:13][C:5]2[CH:6]([CH2:9][C:10]([OH:12])=[O:11])[CH2:7][O:8][C:4]=2[CH:3]=1.[C:15]1([C@H:21]([NH2:24])[CH2:22][CH3:23])[CH:20]=[CH:19][CH:18]=[CH:17][CH:16]=1. Product: [C:15]1([C@H:21]([NH2:24])[CH2:22][CH3:23])[CH:20]=[CH:19][CH:18]=[CH:17][CH:16]=1.[OH:1][C:2]1[CH:14]=[CH:13][C:5]2[C@H:6]([CH2:9][C:10]([OH:12])=[O:11])[CH2:7][O:8][C:4]=2[CH:3]=1. The catalyst class is: 5.